From a dataset of Peptide-MHC class I binding affinity with 185,985 pairs from IEDB/IMGT. Regression. Given a peptide amino acid sequence and an MHC pseudo amino acid sequence, predict their binding affinity value. This is MHC class I binding data. (1) The peptide sequence is RKAKIIRDY. The MHC is HLA-A31:01 with pseudo-sequence HLA-A31:01. The binding affinity (normalized) is 0.0220. (2) The peptide sequence is EEFTMVGRR. The MHC is HLA-B07:02 with pseudo-sequence HLA-B07:02. The binding affinity (normalized) is 0.0847.